Dataset: Full USPTO retrosynthesis dataset with 1.9M reactions from patents (1976-2016). Task: Predict the reactants needed to synthesize the given product. (1) The reactants are: [C:1]([C:4]1[C:22](=[O:23])[C@@:8]2([CH3:24])[C:9]3[C:15]([OH:16])=[CH:14][C:13]([O:17][CH3:18])=[C:12]([C:19]([NH2:21])=[O:20])[C:10]=3[O:11][C:7]2=[CH:6][C:5]=1[OH:25])(=[O:3])[CH3:2].[Cl:26][C:27]1[CH:46]=[CH:45][C:30]([CH2:31][O:32][C:33]2[C:42]3[C:37](=[CH:38][CH:39]=[CH:40][CH:41]=3)[C:36]([CH:43]=O)=[CH:35][CH:34]=2)=[CH:29][CH:28]=1.C([SiH](CC)CC)C.FC(F)(F)C(O)=O. Given the product [C:1]([C:4]1[C:22](=[O:23])[C@@:8]2([CH3:24])[C:9]3[C:15]([OH:16])=[CH:14][C:13]([O:17][CH3:18])=[C:12]([C:19]([NH:21][CH2:43][C:36]4[C:37]5[C:42](=[CH:41][CH:40]=[CH:39][CH:38]=5)[C:33]([O:32][CH2:31][C:30]5[CH:29]=[CH:28][C:27]([Cl:26])=[CH:46][CH:45]=5)=[CH:34][CH:35]=4)=[O:20])[C:10]=3[O:11][C:7]2=[CH:6][C:5]=1[OH:25])(=[O:3])[CH3:2], predict the reactants needed to synthesize it. (2) Given the product [F:24][C:19]1[CH:18]=[C:17]([C:4]2[NH:5][CH:6]=[C:2]([C:52]3[CH2:47][CH:34]4[N:35]([CH2:36][CH2:32][CH2:33]4)[CH2:50][CH:51]=3)[C:3]=2[C:25]2[CH:30]=[CH:29][N:63]=[CH:62][CH:61]=2)[CH:22]=[CH:21][C:20]=1[F:23], predict the reactants needed to synthesize it. The reactants are: Br[C:2]1[C:3]([C:25]2[CH:30]=[CH:29]C=CN=2)=[C:4]([C:17]2[CH:22]=[CH:21][C:20]([F:23])=[C:19]([F:24])[CH:18]=2)[N:5]([Si](C(C)C)(C(C)C)C(C)C)[CH:6]=1.Br[C:32]1[C:33](C2C=CN=CC=2)=[C:34]([C:47]2[CH:52]=[CH:51][C:50](F)=CC=2)[N:35]([Si](C(C)C)(C(C)C)C(C)C)[CH:36]=1.C1C2[N:63](CCC(=O)C2)[CH2:62][CH2:61]1.C(N1CCC(=O)CC1)C1C=CC=CC=1. (3) Given the product [N:1]([CH2:4][C@H:5]1[O:9][C:8](=[O:10])[N:7]([C:11]2[CH:16]=[CH:15][C:14]([S:17]([CH2:19][CH2:39][F:40])=[O:18])=[C:13]([F:20])[CH:12]=2)[CH2:6]1)=[N+:2]=[N-:3], predict the reactants needed to synthesize it. The reactants are: [N:1]([CH2:4][C@H:5]1[O:9][C:8](=[O:10])[N:7]([C:11]2[CH:16]=[CH:15][C:14]([S:17]([CH3:19])=[O:18])=[C:13]([F:20])[CH:12]=2)[CH2:6]1)=[N+:2]=[N-:3].N(C[C@H]1OC(=O)N(C2C=CC(SC[CH2:39][F:40])=C(F)C=2)C1)=[N+]=[N-].ClC1C=C(C=CC=1)C(OO)=O. (4) Given the product [F:26][C:2]([F:1])([F:25])[C:3]1[CH:4]=[CH:5][C:6]([O:9][C@H:10]2[C@@H:15]3[CH2:16][CH2:17][C@@H:12]([CH2:13][NH:14]3)[CH2:11]2)=[N:7][CH:8]=1, predict the reactants needed to synthesize it. The reactants are: [F:1][C:2]([F:26])([F:25])[C:3]1[CH:4]=[CH:5][C:6]([O:9][C@H:10]2[C@@H:15]3[CH2:16][CH2:17][C@@H:12]([CH2:13][N:14]3C(OC(C)(C)C)=O)[CH2:11]2)=[N:7][CH:8]=1.Cl. (5) The reactants are: C([N:8]1[CH2:13][CH2:12][N:11]2[N:14]=[C:15]([C:17]3[CH:22]=[CH:21][C:20]([F:23])=[CH:19][CH:18]=3)[CH:16]=[C:10]2[CH2:9]1)C1C=CC=CC=1. Given the product [F:23][C:20]1[CH:19]=[CH:18][C:17]([C:15]2[CH:16]=[C:10]3[CH2:9][NH:8][CH2:13][CH2:12][N:11]3[N:14]=2)=[CH:22][CH:21]=1, predict the reactants needed to synthesize it. (6) The reactants are: [Cl:1][C:2]([Cl:19])([Cl:18])[C:3]([NH:5][C:6]([NH:8][C:9]1[CH:13]=[CH:12][S:11][C:10]=1[C:14]([O:16][CH3:17])=[O:15])=[O:7])=[O:4].[Br:20]Br. Given the product [Br:20][C:12]1[S:11][C:10]([C:14]([O:16][CH3:17])=[O:15])=[C:9]([NH:8][C:6]([NH:5][C:3](=[O:4])[C:2]([Cl:1])([Cl:18])[Cl:19])=[O:7])[CH:13]=1, predict the reactants needed to synthesize it. (7) Given the product [NH2:11][C:12]1([PH:20]([NH:22][C:23](=[O:32])[C:24]2[CH:29]=[CH:28][C:27]([O:30][CH3:31])=[CH:26][CH:25]=2)=[O:21])[CH2:17][CH2:16][CH2:15][N:14]([NH2:18])[C:13]1=[O:19], predict the reactants needed to synthesize it. The reactants are: C(OC([NH:11][C:12]1([PH:20]([NH:22][C:23](=[O:32])[C:24]2[CH:29]=[CH:28][C:27]([O:30][CH3:31])=[CH:26][CH:25]=2)=[O:21])[CH2:17][CH2:16][CH2:15][N:14]([NH2:18])[C:13]1=[O:19])=O)C1C=CC=CC=1. (8) Given the product [CH3:21][N:22]1[CH2:27][CH2:26][N:25]([C:28]2[CH:29]=[CH:30][C:31]([NH:34][C:2]3[N:3]=[C:4]([O:11][C:12]4[CH:17]=[CH:16][CH:15]=[C:14]([N+:18]([O-:20])=[O:19])[CH:13]=4)[C:5]4[S:10][CH:9]=[CH:8][C:6]=4[N:7]=3)=[N:32][CH:33]=2)[CH2:24][CH2:23]1, predict the reactants needed to synthesize it. The reactants are: Cl[C:2]1[N:3]=[C:4]([O:11][C:12]2[CH:17]=[CH:16][CH:15]=[C:14]([N+:18]([O-:20])=[O:19])[CH:13]=2)[C:5]2[S:10][CH:9]=[CH:8][C:6]=2[N:7]=1.[CH3:21][N:22]1[CH2:27][CH2:26][N:25]([C:28]2[CH:29]=[CH:30][C:31]([NH2:34])=[N:32][CH:33]=2)[CH2:24][CH2:23]1.C(=O)([O-])[O-].[Cs+].[Cs+]. (9) Given the product [O:24]=[C:19]1[NH:20][C:21](=[O:23])[C:22](=[CH:1][C:3]2[O:7][C:6]([C:8]3[CH:9]=[CH:10][C:11]([S:14]([NH2:17])(=[O:15])=[O:16])=[CH:12][CH:13]=3)=[CH:5][CH:4]=2)[S:18]1, predict the reactants needed to synthesize it. The reactants are: [CH:1]([C:3]1[O:7][C:6]([C:8]2[CH:13]=[CH:12][C:11]([S:14]([NH2:17])(=[O:16])=[O:15])=[CH:10][CH:9]=2)=[CH:5][CH:4]=1)=O.[S:18]1[CH2:22][C:21](=[O:23])[NH:20][C:19]1=[O:24].N1CCCCC1. (10) Given the product [CH:10]([C:7]1[C:8]([Cl:9])=[C:4]([CH:1]([CH3:3])[CH3:2])[N:5]([CH2:20][C:21]([N:23]2[CH2:24][CH2:25][N:26]([C:29]3[CH:34]=[CH:33][C:32]([F:35])=[CH:31][CH:30]=3)[CH2:27][CH2:28]2)=[O:22])[N:6]=1)([CH3:12])[CH3:11], predict the reactants needed to synthesize it. The reactants are: [CH:1]([C:4]1[C:8]([Cl:9])=[C:7]([CH:10]([CH3:12])[CH3:11])[NH:6][N:5]=1)([CH3:3])[CH3:2].C([O-])([O-])=O.[K+].[K+].Cl[CH2:20][C:21]([N:23]1[CH2:28][CH2:27][N:26]([C:29]2[CH:34]=[CH:33][C:32]([F:35])=[CH:31][CH:30]=2)[CH2:25][CH2:24]1)=[O:22].CN(C=O)C.